Dataset: Peptide-MHC class II binding affinity with 134,281 pairs from IEDB. Task: Regression. Given a peptide amino acid sequence and an MHC pseudo amino acid sequence, predict their binding affinity value. This is MHC class II binding data. (1) The MHC is DRB1_0405 with pseudo-sequence DRB1_0405. The peptide sequence is FDISKISGEWYSIFL. The binding affinity (normalized) is 0.396. (2) The peptide sequence is SYFVGKMYFNLID. The MHC is DRB1_1101 with pseudo-sequence DRB1_1101. The binding affinity (normalized) is 0.196. (3) The MHC is DRB1_0301 with pseudo-sequence DRB1_0301. The binding affinity (normalized) is 0.477. The peptide sequence is TEAVQKIATESIVIWGKTPKFRL.